From a dataset of Forward reaction prediction with 1.9M reactions from USPTO patents (1976-2016). Predict the product of the given reaction. (1) Given the reactants Br[CH2:2][C:3]1[C:8]([Cl:9])=[C:7]([F:10])[N:6]=[C:5]([F:11])[C:4]=1[Cl:12].[C:13]([O-:21])(=[O:20])[C:14]1[CH:19]=[CH:18][CH:17]=[CH:16][CH:15]=1.[Na+], predict the reaction product. The product is: [C:13]([O:21][CH2:2][C:3]1[C:8]([Cl:9])=[C:7]([F:10])[N:6]=[C:5]([F:11])[C:4]=1[Cl:12])(=[O:20])[C:14]1[CH:19]=[CH:18][CH:17]=[CH:16][CH:15]=1. (2) Given the reactants [C:1]([C:3]1[CH:15]=[CH:14][C:6]2[O:7][CH2:8][C:9]([CH3:13])([CH3:12])[CH2:10][O:11][C:5]=2[CH:4]=1)#[CH:2].Br[C:17]1[CH:22]=[CH:21][CH:20]=[CH:19][C:18]=1[S:23][CH3:24], predict the reaction product. The product is: [CH3:13][C:9]1([CH3:12])[CH2:8][O:7][C:6]2[CH:14]=[CH:15][C:3]([C:1]#[C:2][C:21]3[CH:20]=[CH:19][C:18]([S:23][CH3:24])=[CH:17][CH:22]=3)=[CH:4][C:5]=2[O:11][CH2:10]1. (3) Given the reactants Br[C:2]1[CH:7]=[CH:6][CH:5]=[C:4]([Br:8])[N:3]=1.[CH3:9][C:10]1[CH:15]=[C:14]([CH3:16])[CH:13]=[C:12]([CH3:17])[C:11]=1B(O)O.CC(C)([O-])C.[K+], predict the reaction product. The product is: [Br:8][C:4]1[CH:5]=[CH:6][CH:7]=[C:2]([C:11]2[C:12]([CH3:17])=[CH:13][C:14]([CH3:16])=[CH:15][C:10]=2[CH3:9])[N:3]=1. (4) Given the reactants [OH:1][C:2]1[CH:3]=[CH:4][CH:5]=[C:6]2[C:11]=1[N+:10]([O-])=[CH:9][CH:8]=[CH:7]2.[C:13]([O:16]C(=O)C)(=[O:15])[CH3:14].C(O)(=O)C, predict the reaction product. The product is: [C:13]([O:16][C:9]1[CH:8]=[CH:7][C:6]2[C:11](=[C:2]([OH:1])[CH:3]=[CH:4][CH:5]=2)[N:10]=1)(=[O:15])[CH3:14].